From a dataset of Reaction yield outcomes from USPTO patents with 853,638 reactions. Predict the reaction yield, written as a fraction of the theoretical maximum amount of product (1.0 means a 100% yield; for example, 0.34 means a 34% yield). The reactants are [Cl-].[Al+3].[Cl-].[Cl-].[Cl:5][CH2:6][CH2:7][CH2:8][C:9](Cl)=[O:10].[C:12]1([CH:18]([CH3:20])[CH3:19])[CH:17]=[CH:16][CH:15]=[CH:14][CH:13]=1. The catalyst is C(Cl)Cl. The product is [Cl:5][CH2:6][CH2:7][CH2:8][C:9]([C:15]1[CH:16]=[CH:17][C:12]([CH:18]([CH3:20])[CH3:19])=[CH:13][CH:14]=1)=[O:10]. The yield is 0.860.